Dataset: Full USPTO retrosynthesis dataset with 1.9M reactions from patents (1976-2016). Task: Predict the reactants needed to synthesize the given product. (1) Given the product [NH2:1][C:2]1[NH:3][C:4](=[O:31])[C:5]2[N:6]=[CH:7][N:8]([C@@H:11]3[O:15][C@H:14]([CH2:16][CH:17]([P:25](=[O:27])([OH:26])[OH:28])[S:18]([C:19]4[CH:20]=[CH:21][CH:22]=[CH:23][CH:24]=4)=[O:35])[C@@H:13]([F:29])[C@H:12]3[OH:30])[C:9]=2[N:10]=1, predict the reactants needed to synthesize it. The reactants are: [NH2:1][C:2]1[NH:3][C:4](=[O:31])[C:5]2[N:6]=[CH:7][N:8]([C@@H:11]3[O:15][C@H:14]([CH2:16][CH:17]([P:25](=[O:28])([OH:27])[OH:26])[S:18][C:19]4[CH:24]=[CH:23][CH:22]=[CH:21][CH:20]=4)[C@@H:13]([F:29])[C@H:12]3[OH:30])[C:9]=2[N:10]=1.OO.S([O-])([O-])=[O:35].[Na+].[Na+]. (2) The reactants are: Cl[C:2]1[N:7]=[CH:6][C:5]([C:8]2[N:12]3[N:13]=[CH:14][CH:15]=[C:16]([N:17]4[CH2:22][CH2:21][O:20][CH2:19][CH2:18]4)[C:11]3=[N:10][C:9]=2[CH2:23][C:24]([O:26][CH2:27][CH3:28])=[O:25])=[CH:4][CH:3]=1.C([O-])([O-])=O.[K+].[K+].[C:35]([O:39][C:40]([N:42]1[CH2:47][CH2:46][NH:45][CH2:44][CH2:43]1)=[O:41])([CH3:38])([CH3:37])[CH3:36]. Given the product [CH2:27]([O:26][C:24](=[O:25])[CH2:23][C:9]1[N:10]=[C:11]2[C:16]([N:17]3[CH2:22][CH2:21][O:20][CH2:19][CH2:18]3)=[CH:15][CH:14]=[N:13][N:12]2[C:8]=1[C:5]1[CH:4]=[CH:3][C:2]([N:45]2[CH2:44][CH2:43][N:42]([C:40]([O:39][C:35]([CH3:38])([CH3:37])[CH3:36])=[O:41])[CH2:47][CH2:46]2)=[N:7][CH:6]=1)[CH3:28], predict the reactants needed to synthesize it. (3) Given the product [CH2:35]([NH:34][C:31]1[CH:30]=[CH:29][C:28]([CH2:27][N:24]2[CH2:23][CH2:22][N:21]([C:15]3[CH:20]=[CH:19][CH:18]=[CH:17][CH:16]=3)[CH2:26][CH2:25]2)=[CH:33][CH:32]=1)[C:36]1[CH:41]=[CH:40][CH:39]=[CH:38][CH:37]=1, predict the reactants needed to synthesize it. The reactants are: C(O[BH-](OC(=O)C)OC(=O)C)(=O)C.[Na+].[C:15]1([N:21]2[CH2:26][CH2:25][N:24]([CH2:27][C:28]3[CH:33]=[CH:32][C:31]([NH2:34])=[CH:30][CH:29]=3)[CH2:23][CH2:22]2)[CH:20]=[CH:19][CH:18]=[CH:17][CH:16]=1.[CH:35](=O)[C:36]1[CH:41]=[CH:40][CH:39]=[CH:38][CH:37]=1.C(O)(=O)C. (4) Given the product [C:11]([C:13]1([C:16]2[CH:17]=[C:18]([CH:30]=[CH:31][CH:32]=2)[C:19]([NH:21][C:22]2[CH:27]=[C:26]([O:28][C:2]3[CH:7]=[CH:6][C:5]([N+:8]([O-:10])=[O:9])=[CH:4][N:3]=3)[CH:25]=[CH:24][C:23]=2[CH3:29])=[O:20])[CH2:15][CH2:14]1)#[N:12], predict the reactants needed to synthesize it. The reactants are: Cl[C:2]1[CH:7]=[CH:6][C:5]([N+:8]([O-:10])=[O:9])=[CH:4][N:3]=1.[C:11]([C:13]1([C:16]2[CH:17]=[C:18]([CH:30]=[CH:31][CH:32]=2)[C:19]([NH:21][C:22]2[CH:27]=[C:26]([OH:28])[CH:25]=[CH:24][C:23]=2[CH3:29])=[O:20])[CH2:15][CH2:14]1)#[N:12].C(=O)([O-])[O-].[K+].[K+]. (5) Given the product [ClH:42].[CH3:21][N:20]([C:18]1[CH:17]=[CH:16][C:15]([O:36][CH3:37])=[C:14]([N:11]2[CH2:10][CH2:9][NH:8][CH2:13][CH2:12]2)[CH:19]=1)[S:22]([C:25]1[C:33]2[O:32][C:31]([F:35])([F:34])[O:30][C:29]=2[CH:28]=[CH:27][CH:26]=1)(=[O:24])=[O:23], predict the reactants needed to synthesize it. The reactants are: C(OC([N:8]1[CH2:13][CH2:12][N:11]([C:14]2[CH:19]=[C:18]([N:20]([S:22]([C:25]3[C:33]4[O:32][C:31]([F:35])([F:34])[O:30][C:29]=4[CH:28]=[CH:27][CH:26]=3)(=[O:24])=[O:23])[CH3:21])[CH:17]=[CH:16][C:15]=2[O:36][CH3:37])[CH2:10][CH2:9]1)=O)(C)(C)C.[H-].[Na+].CI.[ClH:42]. (6) Given the product [O:1]1[C@H:6]2[CH2:7][N:8]([CH2:10]/[CH:11]=[CH:12]/[C:13]([Cl:19])=[O:15])[CH2:9][C@H:5]2[O:4][CH2:3][CH2:2]1, predict the reactants needed to synthesize it. The reactants are: [O:1]1[C@H:6]2[CH2:7][N:8]([CH2:10]/[CH:11]=[CH:12]/[C:13]([OH:15])=O)[CH2:9][C@H:5]2[O:4][CH2:3][CH2:2]1.C(Cl)(=O)C([Cl:19])=O. (7) Given the product [CH3:23][C:24]1[C:25]2[CH:37]=[C:36]([C:38]([N:15]3[CH2:16][CH2:17][C:12]4([CH2:11][C:10](=[O:22])[C:9]5[C:19](=[CH:20][CH:21]=[C:7]([C:6]6[NH:2][N:3]=[N:4][N:5]=6)[CH:8]=5)[O:18]4)[CH2:13][CH2:14]3)=[O:39])[S:35][C:26]=2[N:27]([C:29]2[CH:34]=[CH:33][CH:32]=[CH:31][N:30]=2)[N:28]=1, predict the reactants needed to synthesize it. The reactants are: Cl.[NH:2]1[C:6]([C:7]2[CH:8]=[C:9]3[C:19](=[CH:20][CH:21]=2)[O:18][C:12]2([CH2:17][CH2:16][NH:15][CH2:14][CH2:13]2)[CH2:11][C:10]3=[O:22])=[N:5][N:4]=[N:3]1.[CH3:23][C:24]1[C:25]2[CH:37]=[C:36]([C:38](O)=[O:39])[S:35][C:26]=2[N:27]([C:29]2[CH:34]=[CH:33][CH:32]=[CH:31][N:30]=2)[N:28]=1.CCN=C=NCCCN(C)C.C1C=CC2N(O)N=NC=2C=1.Cl. (8) The reactants are: Br[C:2]1[C:3]([CH2:18][NH:19][C:20]([C@@H:22]2[CH2:26][C@@H:25]([F:27])[C@H:24]([CH3:28])[N:23]2[S:29]([C:32]2[CH:37]=[CH:36][C:35]([F:38])=[CH:34][CH:33]=2)(=[O:31])=[O:30])=[O:21])=[CH:4][C:5]([C:8]2[CH:9]=[N:10][C:11]([C:14]([F:17])([F:16])[F:15])=[N:12][CH:13]=2)=[N:6][CH:7]=1.[CH3:39]B1OB(C)OB(C)O1.CC([O-])=O.[K+]. Given the product [F:27][C@H:25]1[C@H:24]([CH3:28])[N:23]([S:29]([C:32]2[CH:37]=[CH:36][C:35]([F:38])=[CH:34][CH:33]=2)(=[O:30])=[O:31])[C@H:22]([C:20]([NH:19][CH2:18][C:3]2[C:2]([CH3:39])=[CH:7][N:6]=[C:5]([C:8]3[CH:9]=[N:10][C:11]([C:14]([F:17])([F:16])[F:15])=[N:12][CH:13]=3)[CH:4]=2)=[O:21])[CH2:26]1, predict the reactants needed to synthesize it. (9) Given the product [CH2:1]([S:3][C:4]1[N:5]([C:17]2[CH:22]=[CH:21][C:20]([O:23][CH2:24][C:25]([F:27])([F:28])[F:26])=[CH:19][CH:18]=2)[C:6](=[O:16])[C:7]2[CH:13]=[CH:12][C:11]([C:14]([NH2:47])=[O:15])=[N:10][C:8]=2[N:9]=1)[CH3:2], predict the reactants needed to synthesize it. The reactants are: [CH2:1]([S:3][C:4]1[N:5]([C:17]2[CH:22]=[CH:21][C:20]([O:23][CH2:24][C:25]([F:28])([F:27])[F:26])=[CH:19][CH:18]=2)[C:6](=[O:16])[C:7]2[CH:13]=[CH:12][C:11]([CH:14]=[O:15])=[N:10][C:8]=2[N:9]=1)[CH3:2].CC(=CC)C.P([O-])(O)(O)=O.[K+].Cl([O-])=O.[Na+].Cl.[NH4+].O[N:47]1C2C=CC=CC=2N=N1.Cl.C(N=C=NCCCN(C)C)C. (10) Given the product [NH2:7][C:6]1[CH:8]=[C:2]([N:22]2[CH:23]=[C:19]([C:14]3[CH:15]=[CH:16][CH:17]=[CH:18][C:13]=3[Cl:12])[C:20]([C:24]#[N:25])=[CH:21]2)[CH:3]=[CH:4][C:5]=1[N+:9]([O-:11])=[O:10], predict the reactants needed to synthesize it. The reactants are: Cl[C:2]1[CH:3]=[CH:4][C:5]([N+:9]([O-:11])=[O:10])=[C:6]([CH:8]=1)[NH2:7].[Cl:12][C:13]1[CH:18]=[CH:17][CH:16]=[CH:15][C:14]=1[C:19]1[C:20]([C:24]#[N:25])=[CH:21][NH:22][CH:23]=1.[H-].[Na+].